From a dataset of Forward reaction prediction with 1.9M reactions from USPTO patents (1976-2016). Predict the product of the given reaction. (1) Given the reactants [Cl:1][C:2]1[CH:11]=[CH:10][C:9]2[NH:8]C(=O)[N:6]3[N:13]=[C:14]([C:16]4[CH:21]=[CH:20][CH:19]=[CH:18][CH:17]=4)[N:15]=[C:5]3[C:4]=2[CH:3]=1.BrC1C=CC2NC(=O)N3N=CN=C3C=2C=1, predict the reaction product. The product is: [Cl:1][C:2]1[CH:11]=[CH:10][C:9]([NH2:8])=[C:4]([C:5]2[NH:6][N:13]=[C:14]([C:16]3[CH:21]=[CH:20][CH:19]=[CH:18][CH:17]=3)[N:15]=2)[CH:3]=1. (2) Given the reactants [CH3:1][O:2][CH2:3][C:4]1([CH2:17][OH:18])[C:16]2[CH:15]=[CH:14][CH:13]=[CH:12][C:11]=2[C:10]2[C:5]1=[CH:6][CH:7]=[CH:8][CH:9]=2.N1C=CN=C1.C(N(CC)CC)C.[Si:31](Cl)([C:34]([CH3:37])([CH3:36])[CH3:35])([CH3:33])[CH3:32], predict the reaction product. The product is: [CH3:1][O:2][CH2:3][C:4]1([CH2:17][O:18][Si:31]([C:34]([CH3:37])([CH3:36])[CH3:35])([CH3:33])[CH3:32])[C:16]2[CH:15]=[CH:14][CH:13]=[CH:12][C:11]=2[C:10]2[C:5]1=[CH:6][CH:7]=[CH:8][CH:9]=2. (3) Given the reactants [C:1]([O:5][C:6](=[O:39])[NH:7][C:8]1[N:17]([CH2:18][CH2:19][CH3:20])[CH2:16][C:15]2[C:10](=[CH:11][CH:12]=[C:13]([O:21][C:22]3[CH:27]=[CH:26][CH:25]=[C:24]([NH:28]C(OCC4C=CC=CC=4)=O)[CH:23]=3)[CH:14]=2)[N:9]=1)([CH3:4])([CH3:3])[CH3:2].O=[Si]=O, predict the reaction product. The product is: [C:1]([O:5][C:6](=[O:39])[NH:7][C:8]1[N:17]([CH2:18][CH2:19][CH3:20])[CH2:16][C:15]2[C:10](=[CH:11][CH:12]=[C:13]([O:21][C:22]3[CH:27]=[CH:26][CH:25]=[C:24]([NH2:28])[CH:23]=3)[CH:14]=2)[N:9]=1)([CH3:2])([CH3:3])[CH3:4]. (4) Given the reactants [CH2:1]([O:3][C:4]([C:6]1([NH2:15])[CH2:14][C:13]2[C:8](=[CH:9][CH:10]=[CH:11][CH:12]=2)[CH2:7]1)=[O:5])[CH3:2].CN(C(ON1N=NC2C=CC=CC1=2)=[N+](C)C)C.F[P-](F)(F)(F)(F)F.[CH3:40][C:41]1[C:49]([O:50][CH3:51])=[CH:48][CH:47]=[CH:46][C:42]=1[C:43](O)=[O:44].CCN(C(C)C)C(C)C, predict the reaction product. The product is: [CH2:1]([O:3][C:4]([C:6]1([NH:15][C:43](=[O:44])[C:42]2[CH:46]=[CH:47][CH:48]=[C:49]([O:50][CH3:51])[C:41]=2[CH3:40])[CH2:14][C:13]2[C:8](=[CH:9][CH:10]=[CH:11][CH:12]=2)[CH2:7]1)=[O:5])[CH3:2]. (5) Given the reactants [Cl:1][C:2]1[CH:7]=[CH:6][C:5]([S:8]([NH:11][CH2:12][C:13]2[CH:22]=[CH:21][C:16]([C:17]([O:19][CH3:20])=[O:18])=[CH:15][CH:14]=2)(=[O:10])=[O:9])=[CH:4][CH:3]=1.C(=O)([O-])[O-].[K+].[K+].[CH3:29][O:30][C:31]1[CH:32]=[C:33]([CH:36]=[CH:37][CH:38]=1)[CH2:34]Br, predict the reaction product. The product is: [CH3:29][O:30][C:31]1[CH:32]=[C:33]([CH:36]=[CH:37][CH:38]=1)[CH2:34][N:11]([CH2:12][C:13]1[CH:14]=[CH:15][C:16]([C:17]([O:19][CH3:20])=[O:18])=[CH:21][CH:22]=1)[S:8]([C:5]1[CH:6]=[CH:7][C:2]([Cl:1])=[CH:3][CH:4]=1)(=[O:10])=[O:9]. (6) Given the reactants [CH:1]1([C:4]2[N:8]([C:9]([O:11][C:12]([CH3:15])([CH3:14])[CH3:13])=[O:10])[C:7]3[CH:16]=[C:17]([C:21]4[C:22]([CH3:27])=[N:23][O:24][C:25]=4[CH3:26])[CH:18]=[C:19](I)[C:6]=3[N:5]=2)[CH2:3][CH2:2]1.[Li]CCCC.[N:33]1[CH:38]=[CH:37][CH:36]=[CH:35][C:34]=1[C:39]([C@H:41]1[CH2:47][CH2:46][C:43]2([CH2:45][CH2:44]2)[O:42]1)=[O:40].[NH4+].[Cl-], predict the reaction product. The product is: [CH:1]1([C:4]2[N:8]([C:9]([O:11][C:12]([CH3:15])([CH3:14])[CH3:13])=[O:10])[C:7]3[CH:16]=[C:17]([C:21]4[C:22]([CH3:27])=[N:23][O:24][C:25]=4[CH3:26])[CH:18]=[C:19]([C@:39]([OH:40])([C:34]4[CH:35]=[CH:36][CH:37]=[CH:38][N:33]=4)[C@H:41]4[CH2:47][CH2:46][C:43]5([CH2:45][CH2:44]5)[O:42]4)[C:6]=3[N:5]=2)[CH2:3][CH2:2]1. (7) The product is: [OH:4][CH2:5][C@@H:6]1[C@:7]([C@H:17]2[CH2:25][CH2:24][C@@:23]3([CH3:26])[C@@H:19]([CH2:20][CH2:21][C:22]3=[CH2:27])[C@@H:18]2[CH2:28][N:29]2[C:37]3[C:32](=[CH:33][CH:34]=[CH:35][CH:36]=3)[CH2:31][CH2:30]2)([CH3:16])[CH2:8][CH2:9][C@H:10]([OH:12])[CH2:11]1. Given the reactants C([O:4][CH2:5][C@H:6]1[CH2:11][C@@H:10]([O:12]C(=O)C)[CH2:9][CH2:8][C@@:7]1([C@H:17]1[CH2:25][CH2:24][C@@:23]2([CH3:26])[C@@H:19]([CH2:20][CH2:21][C:22]2=[CH2:27])[C@@H:18]1[CH2:28][N:29]1[C:37]2[C:32](=[CH:33][CH:34]=[CH:35][CH:36]=2)[CH2:31][CH2:30]1)[CH3:16])(=O)C.C(=O)([O-])[O-].[K+].[K+], predict the reaction product. (8) Given the reactants Br[C:2]1[CH:20]=[CH:19][C:5]([CH2:6][NH:7][C:8]([C:10]2[CH:18]=[C:13]3[CH2:14][CH2:15][CH2:16][CH2:17][N:12]3[N:11]=2)=[O:9])=[C:4]([F:21])[CH:3]=1.[CH3:22][C:23]1([CH3:39])[C:27]([CH3:29])([CH3:28])[O:26][B:25]([B:25]2[O:26][C:27]([CH3:29])([CH3:28])[C:23]([CH3:39])([CH3:22])[O:24]2)[O:24]1.C([O-])(=O)C.[K+], predict the reaction product. The product is: [F:21][C:4]1[CH:3]=[C:2]([B:25]2[O:26][C:27]([CH3:29])([CH3:28])[C:23]([CH3:39])([CH3:22])[O:24]2)[CH:20]=[CH:19][C:5]=1[CH2:6][NH:7][C:8]([C:10]1[CH:18]=[C:13]2[CH2:14][CH2:15][CH2:16][CH2:17][N:12]2[N:11]=1)=[O:9]. (9) Given the reactants [ClH:1].[CH:2]([N:5]1[CH:9]=[C:8]([S:10]([C:13]2[CH:23]=[CH:22][C:16]([CH2:17][NH:18]C(=O)C)=[CH:15][CH:14]=2)(=[O:12])=[O:11])[CH:7]=[N:6]1)([CH3:4])[CH3:3], predict the reaction product. The product is: [ClH:1].[CH:2]([N:5]1[CH:9]=[C:8]([S:10]([C:13]2[CH:23]=[CH:22][C:16]([CH2:17][NH2:18])=[CH:15][CH:14]=2)(=[O:12])=[O:11])[CH:7]=[N:6]1)([CH3:4])[CH3:3]. (10) Given the reactants [Br:1][CH:2]1[CH2:7][CH2:6][NH:5][CH2:4][CH2:3]1.[S:8](Cl)([C:11]1[CH:17]=[CH:16][C:14]([CH3:15])=[CH:13][CH:12]=1)(=[O:10])=[O:9], predict the reaction product. The product is: [Br:1][CH:2]1[CH2:7][CH2:6][N:5]([S:8]([C:11]2[CH:17]=[CH:16][C:14]([CH3:15])=[CH:13][CH:12]=2)(=[O:10])=[O:9])[CH2:4][CH2:3]1.